From a dataset of Full USPTO retrosynthesis dataset with 1.9M reactions from patents (1976-2016). Predict the reactants needed to synthesize the given product. (1) Given the product [CH:28]([C:14]1[C:13]2[O:12][C:11](=[O:20])[C:10]3[CH2:35][N:6]([C:5]([O:4][CH2:1][CH:2]=[CH2:3])=[O:21])[CH2:7][CH2:8][C:9]=3[C:18]=2[CH:17]=[CH:16][C:15]=1[OH:19])=[O:30], predict the reactants needed to synthesize it. The reactants are: [CH2:1]([O:4][C:5](=[O:21])[NH:6][CH2:7][CH2:8][C:9]1[C:18]2[C:13](=[CH:14][C:15]([OH:19])=[CH:16][CH:17]=2)[O:12][C:11](=[O:20])[CH:10]=1)[CH:2]=[CH2:3].N1C=CC=CC=1.[C:28](OC(=O)C)(=[O:30])C.[CH2:35]1N2CN3CN(C2)CN1C3. (2) Given the product [Cl:13][C:6]1[CH:5]=[CH:4][C:3]([CH2:2][NH:1][C:26]([CH:23]2[CH2:25][CH2:24]2)=[O:27])=[CH:12][C:7]=1[C:8]([O:10][CH3:11])=[O:9], predict the reactants needed to synthesize it. The reactants are: [NH2:1][CH2:2][C:3]1[CH:4]=[CH:5][C:6]([Cl:13])=[C:7]([CH:12]=1)[C:8]([O:10][CH3:11])=[O:9].CCN(C(C)C)C(C)C.[CH:23]1([C:26](Cl)=[O:27])[CH2:25][CH2:24]1. (3) Given the product [Cl:3][C:4]1[CH:9]=[CH:8][C:7]([C:10]2([CH:14]3[C:26]4[N:25]([CH2:35][C:36]#[N:37])[C:24]5[C:19](=[CH:20][CH:21]=[CH:22][CH:23]=5)[C:18]=4[CH2:17][CH2:16][N:15]3[C:27]([O:29][C:30]([CH3:33])([CH3:32])[CH3:31])=[O:28])[CH2:13][CH2:12][CH2:11]2)=[CH:6][CH:5]=1, predict the reactants needed to synthesize it. The reactants are: [H-].[Na+].[Cl:3][C:4]1[CH:9]=[CH:8][C:7]([C:10]2([CH:14]3[C:26]4[NH:25][C:24]5[C:19](=[CH:20][CH:21]=[CH:22][CH:23]=5)[C:18]=4[CH2:17][CH2:16][N:15]3[C:27]([O:29][C:30]([CH3:33])([CH3:32])[CH3:31])=[O:28])[CH2:13][CH2:12][CH2:11]2)=[CH:6][CH:5]=1.Br[CH2:35][C:36]#[N:37].O. (4) Given the product [C:24]([NH:23][CH2:22][CH2:21][CH2:20][C@@H:19]([C:31]([OH:33])=[O:32])[NH2:18])([O:26][C:27]([CH3:30])([CH3:29])[CH3:28])=[O:25], predict the reactants needed to synthesize it. The reactants are: C([NH:18][C@H:19]([C:31]([OH:33])=[O:32])[CH2:20][CH2:21][CH2:22][NH:23][C:24]([O:26][C:27]([CH3:30])([CH3:29])[CH3:28])=[O:25])(OCC1C2C(=CC=CC=2)C2C1=CC=CC=2)=O.C(NCC)C. (5) Given the product [O:15]1[CH2:16][CH2:17][N:12]([C:8]2[CH:7]=[N:6][C:5]3[C:10]([N:9]=2)=[CH:11][C:2]([O:18][C:19]2[CH:20]=[CH:21][C:22]([NH:25][C:26](=[O:31])[C:27]([CH3:29])([CH3:28])[CH3:30])=[CH:23][CH:24]=2)=[CH:3][CH:4]=3)[CH2:13][CH2:14]1, predict the reactants needed to synthesize it. The reactants are: Br[C:2]1[CH:11]=[C:10]2[C:5]([N:6]=[CH:7][C:8]([N:12]3[CH2:17][CH2:16][O:15][CH2:14][CH2:13]3)=[N:9]2)=[CH:4][CH:3]=1.[OH:18][C:19]1[CH:24]=[CH:23][C:22]([NH:25][C:26](=[O:31])[C:27]([CH3:30])([CH3:29])[CH3:28])=[CH:21][CH:20]=1.C([O-])([O-])=O.[Cs+].[Cs+]. (6) Given the product [F:35][C:33]([F:34])([F:36])[C:31]1[CH:30]=[C:5]([CH:4]=[C:3]([C:2]([F:38])([F:37])[F:1])[CH:32]=1)[CH2:6][N:7]([CH3:29])[C:8](=[O:28])[C:9]1[C:14]([C:15]2[CH:20]=[CH:19][CH:18]=[CH:17][C:16]=2[CH3:21])=[CH:13][C:12]([C:22]#[CH:23])=[N:11][CH:10]=1, predict the reactants needed to synthesize it. The reactants are: [F:1][C:2]([F:38])([F:37])[C:3]1[CH:4]=[C:5]([CH:30]=[C:31]([C:33]([F:36])([F:35])[F:34])[CH:32]=1)[CH2:6][N:7]([CH3:29])[C:8](=[O:28])[C:9]1[C:14]([C:15]2[CH:20]=[CH:19][CH:18]=[CH:17][C:16]=2[CH3:21])=[CH:13][C:12]([C:22]#[C:23][Si](C)(C)C)=[N:11][CH:10]=1.[OH-].[K+].[Cl-].[NH4+]. (7) Given the product [C:1]([C:5]1[CH:10]=[CH:9][C:8]([S:11]([NH:14][C:18]2[CH:22]=[CH:21][S:20][C:19]=2[C:23]([O:25][CH3:26])=[O:24])(=[O:13])=[O:12])=[C:7]([CH2:27][CH2:28][C:29]2[CH:30]=[CH:31][CH:32]=[CH:33][CH:34]=2)[CH:6]=1)([CH3:4])([CH3:2])[CH3:3], predict the reactants needed to synthesize it. The reactants are: [C:1]([C:5]1[CH:10]=[CH:9][C:8]([S:11]([N:14]([C:18]2[CH:22]=[CH:21][S:20][C:19]=2[C:23]([O:25][CH3:26])=[O:24])COC)(=[O:13])=[O:12])=[C:7]([CH2:27][CH2:28][C:29]2[CH:34]=[CH:33][CH:32]=[CH:31][CH:30]=2)[CH:6]=1)([CH3:4])([CH3:3])[CH3:2].Cl.